The task is: Predict the reactants needed to synthesize the given product.. This data is from Full USPTO retrosynthesis dataset with 1.9M reactions from patents (1976-2016). (1) Given the product [CH2:31]([N:25]([CH:26]([CH:28]1[CH2:30][CH2:29]1)[CH3:27])[C:23](=[O:24])[CH2:22][N:19]1[C:20](=[O:21])[C@:13]2([C:14]3[C:10](=[CH:9][C:8]([NH:7][C:4](=[O:6])[CH2:3][C:2](=[O:5])[CH3:1])=[CH:16][CH:15]=3)[CH2:11][CH2:12]2)[NH:17][C:18]1=[O:38])[C:32]1[CH:37]=[CH:36][CH:35]=[CH:34][CH:33]=1, predict the reactants needed to synthesize it. The reactants are: [CH2:1]=[C:2]1[O:5][C:4](=[O:6])[CH2:3]1.[NH2:7][C:8]1[CH:9]=[C:10]2[C:14](=[CH:15][CH:16]=1)[C:13]1([C:20](=[O:21])[N:19]([CH2:22][C:23]([N:25]([CH2:31][C:32]3[CH:37]=[CH:36][CH:35]=[CH:34][CH:33]=3)[C@H:26]([CH:28]3[CH2:30][CH2:29]3)[CH3:27])=[O:24])[C:18](=[O:38])[NH:17]1)[CH2:12][CH2:11]2. (2) Given the product [Br:1][C:2]1[CH:7]=[CH:6][C:5]([F:8])=[CH:4][C:3]=1[O:9][CH2:19][O:20][CH3:21], predict the reactants needed to synthesize it. The reactants are: [Br:1][C:2]1[CH:7]=[CH:6][C:5]([F:8])=[CH:4][C:3]=1[OH:9].C(N(C(C)C)CC)(C)C.[CH3:19][O:20][CH2:21]Cl. (3) Given the product [CH3:15][N:16]1[C:3](=[O:4])[C:2]([CH3:6])([C:7]2[CH:12]=[CH:11][CH:10]=[CH:9][CH:8]=2)[NH:1][C:17]1=[S:18], predict the reactants needed to synthesize it. The reactants are: [NH2:1][C:2]([C:7]1[CH:12]=[CH:11][CH:10]=[CH:9][CH:8]=1)([CH3:6])[C:3](O)=[O:4].[OH-].[K+].[CH3:15][N:16]=[C:17]=[S:18]. (4) The reactants are: Cl[C:2]1[N:7]=[C:6]([NH:8][C:9]2[CH:14]=[CH:13][C:12]([CH3:15])=[CH:11][CH:10]=2)[CH:5]=[C:4]([CH2:16][CH3:17])[N:3]=1.[N:18]1([C:24]([O:26][C:27]([CH3:30])([CH3:29])[CH3:28])=[O:25])[CH2:23][CH2:22][NH:21][CH2:20][CH2:19]1.C(N(CC)C(C)C)(C)C. Given the product [CH2:16]([C:4]1[CH:5]=[C:6]([NH:8][C:9]2[CH:14]=[CH:13][C:12]([CH3:15])=[CH:11][CH:10]=2)[N:7]=[C:2]([N:21]2[CH2:20][CH2:19][N:18]([C:24]([O:26][C:27]([CH3:30])([CH3:29])[CH3:28])=[O:25])[CH2:23][CH2:22]2)[N:3]=1)[CH3:17], predict the reactants needed to synthesize it. (5) Given the product [CH2:4]([O:3][C:1]([N:11]1[CH2:21][CH2:22][NH:23][C:16](=[O:18])[CH:12]1[CH2:13][O:14][CH3:15])=[O:2])[C:5]1[CH:6]=[CH:7][CH:8]=[CH:9][CH:10]=1, predict the reactants needed to synthesize it. The reactants are: [C:1]([NH:11][C@H:12]([C:16]([OH:18])=O)[CH2:13][O:14][CH3:15])([O:3][CH2:4][C:5]1[CH:10]=[CH:9][CH:8]=[CH:7][CH:6]=1)=[O:2].CO[CH:21](OC)[CH2:22][NH2:23].CC1C=CC(S(O)(=O)=O)=CC=1.O. (6) Given the product [C:11]([O:10][C:8]([N:5]1[CH2:6][CH2:7][C:2]([CH3:1])([C:15]([OH:17])=[O:16])[CH2:3][CH2:4]1)=[O:9])([CH3:14])([CH3:12])[CH3:13], predict the reactants needed to synthesize it. The reactants are: [CH3:1][C:2]1([C:15]([O:17]C)=[O:16])[CH2:7][CH2:6][N:5]([C:8]([O:10][C:11]([CH3:14])([CH3:13])[CH3:12])=[O:9])[CH2:4][CH2:3]1.[Li+].[OH-].O.Cl. (7) Given the product [C:16]([O:20][C:21]([N:23]1[CH2:28][CH2:27][CH2:26][CH2:25][C@@H:24]1[C@@H:29]([OH:41])[C@@H:30]([NH:40][C:1](=[O:3])[CH3:2])[CH2:31][C:32]1[CH:37]=[C:36]([F:38])[CH:35]=[C:34]([F:39])[CH:33]=1)=[O:22])([CH3:19])([CH3:17])[CH3:18], predict the reactants needed to synthesize it. The reactants are: [C:1](N1C=CN=C1)(=[O:3])[CH3:2].C(N(CC)CC)C.[C:16]([O:20][C:21]([N:23]1[CH2:28][CH2:27][CH2:26][CH2:25][C@@H:24]1[C@@H:29]([OH:41])[C@@H:30]([NH2:40])[CH2:31][C:32]1[CH:37]=[C:36]([F:38])[CH:35]=[C:34]([F:39])[CH:33]=1)=[O:22])([CH3:19])([CH3:18])[CH3:17]. (8) Given the product [N:16]1([C:12]2[N:11]=[C:10]([C:7]3[CH:6]=[CH:5][C:4]([NH2:1])=[CH:9][CH:8]=3)[CH:15]=[CH:14][CH:13]=2)[CH2:20][CH2:19][CH2:18][CH2:17]1, predict the reactants needed to synthesize it. The reactants are: [N+:1]([C:4]1[CH:9]=[CH:8][C:7]([C:10]2[CH:15]=[CH:14][CH:13]=[C:12]([N:16]3[CH2:20][CH2:19][CH2:18][CH2:17]3)[N:11]=2)=[CH:6][CH:5]=1)([O-])=O.C(O)(=O)C. (9) Given the product [CH3:19][C:14]1[C:13]([C:4]2[CH:3]=[C:2]([CH3:1])[C:7]3[N:8]=[C:9]([NH:12][C:30]4[CH:31]=[CH:32][C:27]([O:26][CH3:25])=[CH:28][CH:29]=4)[N:10]=[N:11][C:6]=3[CH:5]=2)=[C:17]([CH3:18])[O:16][N:15]=1, predict the reactants needed to synthesize it. The reactants are: [CH3:1][C:2]1[C:7]2[N:8]=[C:9]([NH2:12])[N:10]=[N:11][C:6]=2[CH:5]=[C:4]([C:13]2[C:14]([CH3:19])=[N:15][O:16][C:17]=2[CH3:18])[CH:3]=1.S(=O)(=O)(O)N.[CH3:25][O:26][C:27]1[CH:32]=[CH:31][C:30](N)=[CH:29][CH:28]=1. (10) Given the product [CH3:32][S:24]([C:20]1[CH:19]=[C:18]([CH:23]=[CH:22][CH:21]=1)[CH2:17][O:16][C:15]1[CH:14]=[C:13]2[C:8]([C:9]([NH:33][C:34]3[S:35][CH:36]=[CH:37][N:38]=3)=[N:10][CH:11]=[N:12]2)=[CH:7][C:6]=1[C:4]([O:3][CH2:1][CH3:2])=[O:5])(=[NH:26])=[O:25], predict the reactants needed to synthesize it. The reactants are: [CH2:1]([O:3][C:4]([C:6]1[CH:7]=[C:8]2[C:13](=[CH:14][C:15]=1[O:16][CH2:17][C:18]1[CH:23]=[CH:22][CH:21]=[C:20]([S:24]([CH3:32])(=[N:26]C(OCC)=O)=[O:25])[CH:19]=1)[N:12]=[CH:11][N:10]=[C:9]2[NH:33][C:34]1[S:35][CH:36]=[CH:37][N:38]=1)=[O:5])[CH3:2].[O-]CC.[Na+].